From a dataset of Full USPTO retrosynthesis dataset with 1.9M reactions from patents (1976-2016). Predict the reactants needed to synthesize the given product. (1) The reactants are: [C:1](=[O:22])([O:3][C@H:4]([CH:8]([C:18]([CH3:21])([CH3:20])[CH3:19])[C:9]1[C:17]2[C:12](=[CH:13][CH:14]=[CH:15][CH:16]=2)[NH:11][CH:10]=1)[C:5]([NH2:7])=[S:6])[NH2:2].C(=O)([O-])O.[K+].Cl[CH2:29][C:30](=[O:32])[CH3:31]. Given the product [C:1](=[O:22])([O:3][C@@H:4]([C:5]1[S:6][CH2:29][C:30]([OH:32])([CH3:31])[N:7]=1)[CH:8]([C:18]([CH3:19])([CH3:21])[CH3:20])[C:9]1[C:17]2[C:12](=[CH:13][CH:14]=[CH:15][CH:16]=2)[NH:11][CH:10]=1)[NH2:2], predict the reactants needed to synthesize it. (2) Given the product [CH2:18]([O:8][C:6]1[CH:7]=[C:2]([F:1])[CH:3]=[CH:4][C:5]=1[N+:9]([O-:11])=[O:10])[C:19]1[CH:24]=[CH:23][CH:22]=[CH:21][CH:20]=1, predict the reactants needed to synthesize it. The reactants are: [F:1][C:2]1[CH:3]=[CH:4][C:5]([N+:9]([O-:11])=[O:10])=[C:6]([OH:8])[CH:7]=1.C([O-])([O-])=O.[K+].[K+].[CH2:18](Br)[C:19]1[CH:24]=[CH:23][CH:22]=[CH:21][CH:20]=1. (3) Given the product [C:26]([O:30][C:31]([NH:33][C:34]1[CH:35]=[CH:36][C:37]([NH:38]/[C:16](=[C:6]2\[C:5](=[O:25])[NH:4][C:12]3[C:7]\2=[CH:8][C:9]([N+:13]([O-:15])=[O:14])=[CH:10][CH:11]=3)/[C:17]2[CH:22]=[CH:21][CH:20]=[CH:19][CH:18]=2)=[CH:39][CH:40]=1)=[O:32])([CH3:29])([CH3:27])[CH3:28], predict the reactants needed to synthesize it. The reactants are: C([N:4]1[C:12]2[C:7](=[CH:8][C:9]([N+:13]([O-:15])=[O:14])=[CH:10][CH:11]=2)[C:6](=[C:16](OC)[C:17]2[CH:22]=[CH:21][CH:20]=[CH:19][CH:18]=2)[C:5]1=[O:25])(=O)C.[C:26]([O:30][C:31]([NH:33][C:34]1[CH:40]=[CH:39][C:37]([NH2:38])=[CH:36][CH:35]=1)=[O:32])([CH3:29])([CH3:28])[CH3:27].[OH-].[Na+].